This data is from hERG Central: cardiac toxicity at 1µM, 10µM, and general inhibition. The task is: Predict hERG channel inhibition at various concentrations. The compound is CCN(CC)CCNC(=O)c1c(O)c2ccccc2n(Cc2ccccc2)c1=O.Cl. Results: hERG_inhib (hERG inhibition (general)): blocker.